The task is: Predict the reactants needed to synthesize the given product.. This data is from Full USPTO retrosynthesis dataset with 1.9M reactions from patents (1976-2016). (1) Given the product [Br:1][C:2]1[CH:3]=[C:4]([CH3:5])[C:14]([C:13]([OH:11])=[O:15])=[N:6][CH:7]=1, predict the reactants needed to synthesize it. The reactants are: [Br:1][C:2]1[CH:3]=[C:4](C)[C:5](C#N)=[N:6][CH:7]=1.[OH-:11].[Na+].[CH2:13]([OH:15])[CH3:14]. (2) Given the product [CH:1]([C:4]1[CH:9]=[CH:8][C:7]([CH:10]2[C:14]3[C:15]([CH3:30])=[C:16]([NH:21][C:22]([NH:35][CH2:34][CH2:33][O:32][CH3:31])=[O:23])[C:17]([CH3:20])=[C:18]([CH3:19])[C:13]=3[O:12][CH2:11]2)=[CH:6][CH:5]=1)([CH3:3])[CH3:2], predict the reactants needed to synthesize it. The reactants are: [CH:1]([C:4]1[CH:9]=[CH:8][C:7]([CH:10]2[C:14]3[C:15]([CH3:30])=[C:16]([NH:21][C:22](=O)[O:23]CC(Cl)(Cl)Cl)[C:17]([CH3:20])=[C:18]([CH3:19])[C:13]=3[O:12][CH2:11]2)=[CH:6][CH:5]=1)([CH3:3])[CH3:2].[CH3:31][O:32][CH2:33][CH2:34][NH2:35]. (3) Given the product [Cl:1][C:2]1[CH:3]=[CH:4][C:5]([C:28]([F:31])([F:29])[F:30])=[C:6]([CH:27]=1)[CH2:7][N:8]1[CH2:13][CH2:12][NH:11][C:10]2[N:14]=[CH:15][C:16]([C:18]3[CH:19]=[CH:20][C:21]([C:22]([N:42]4[CH2:43][CH2:44][N:39]([C:37]([CH:33]5[CH2:34][CH2:35][CH2:36][O:32]5)=[O:38])[CH2:40][CH2:41]4)=[O:23])=[CH:25][CH:26]=3)=[CH:17][C:9]1=2, predict the reactants needed to synthesize it. The reactants are: [Cl:1][C:2]1[CH:3]=[CH:4][C:5]([C:28]([F:31])([F:30])[F:29])=[C:6]([CH:27]=1)[CH2:7][N:8]1[CH2:13][CH2:12][NH:11][C:10]2[N:14]=[CH:15][C:16]([C:18]3[CH:26]=[CH:25][C:21]([C:22](O)=[O:23])=[CH:20][CH:19]=3)=[CH:17][C:9]1=2.[O:32]1[CH2:36][CH2:35][CH2:34][CH:33]1[C:37]([N:39]1[CH2:44][CH2:43][NH:42][CH2:41][CH2:40]1)=[O:38]. (4) Given the product [OH:1][CH:2]1[CH2:7][CH2:6][N:5]([C:8]([N:10]2[CH2:15][CH:14]([C:16]3[CH:17]=[CH:18][C:19]([O:22][C:23]([F:24])([F:26])[F:25])=[CH:20][CH:21]=3)[CH2:13][CH:12]([C:27]3[O:28][N:33]=[C:32]([C:34]4[CH:39]=[CH:38][CH:37]=[CH:36][CH:35]=4)[N:31]=3)[CH2:11]2)=[O:9])[CH2:4][CH2:3]1, predict the reactants needed to synthesize it. The reactants are: [OH:1][CH:2]1[CH2:7][CH2:6][N:5]([C:8]([N:10]2[CH2:15][CH:14]([C:16]3[CH:21]=[CH:20][C:19]([O:22][C:23]([F:26])([F:25])[F:24])=[CH:18][CH:17]=3)[CH2:13][CH:12]([C:27](O)=[O:28])[CH2:11]2)=[O:9])[CH2:4][CH2:3]1.O[N:31]=[C:32]([C:34]1[CH:39]=[CH:38][CH:37]=[CH:36][CH:35]=1)[NH2:33]. (5) Given the product [ClH:25].[CH2:1]([N:8]1[CH2:13][C:12]([C:14]2[CH:15]=[CH:16][CH:17]=[CH:18][CH:19]=2)=[C:11]([C:20]([OH:22])=[O:21])[CH2:10][CH2:9]1)[C:2]1[CH:3]=[CH:4][CH:5]=[CH:6][CH:7]=1, predict the reactants needed to synthesize it. The reactants are: [CH2:1]([N:8]1[CH2:13][C:12]([C:14]2[CH:19]=[CH:18][CH:17]=[CH:16][CH:15]=2)=[C:11]([C:20]([O:22]CC)=[O:21])[CH2:10][CH2:9]1)[C:2]1[CH:7]=[CH:6][CH:5]=[CH:4][CH:3]=1.[ClH:25]. (6) Given the product [CH2:6]([O:8][C:9](=[O:33])[C:10]1[CH:15]=[CH:14][CH:13]=[C:12]([S:16][C:17]2[C:25]3[C:20](=[C:21]([F:27])[C:22]([Cl:26])=[CH:23][CH:24]=3)[N:19]([C:28]3[N:31]=[C:1]([CH2:2][CH3:3])[O:30][N:29]=3)[C:18]=2[CH3:32])[CH:11]=1)[CH3:7], predict the reactants needed to synthesize it. The reactants are: [C:1](Cl)(=O)[CH2:2][CH3:3].[CH2:6]([O:8][C:9](=[O:33])[C:10]1[CH:15]=[CH:14][CH:13]=[C:12]([S:16][C:17]2[C:25]3[C:20](=[C:21]([F:27])[C:22]([Cl:26])=[CH:23][CH:24]=3)[N:19]([C:28](=[NH:31])[NH:29][OH:30])[C:18]=2[CH3:32])[CH:11]=1)[CH3:7]. (7) Given the product [Cl:1]([OH:5])(=[O:4])(=[O:3])=[O:2].[C:6]([OH:9])(=[O:8])[CH3:7], predict the reactants needed to synthesize it. The reactants are: [Cl:1]([OH:5])(=[O:4])(=[O:3])=[O:2].[C:6]([O:9]C(=O)C)(=[O:8])[CH3:7].